From a dataset of Full USPTO retrosynthesis dataset with 1.9M reactions from patents (1976-2016). Predict the reactants needed to synthesize the given product. (1) Given the product [C:1]1(=[O:6])[CH2:5][CH2:4][CH2:3][CH2:2][CH:8]=[CH:7]1.[C:7]1(=[O:13])[CH2:2][CH2:1][CH2:8][CH2:9][CH2:10][CH:11]=[CH:12]1.[CH:5]1[C:1](=[O:6])[CH2:5][CH2:1][CH2:2][CH2:3][CH2:8][CH2:9][CH2:10][CH2:11][CH2:12][CH2:7][CH2:2][CH2:3][CH:4]=1, predict the reactants needed to synthesize it. The reactants are: [C:1]1(=[O:6])[CH2:5][CH2:4][CH:3]=[CH:2]1.[C:7]1(=[O:13])[CH2:12][CH2:11][CH2:10][CH2:9][CH2:8]1. (2) Given the product [CH2:18]([NH:19][C:2]1[CH:10]=[CH:9][C:5]2[NH:6][CH:7]=[N:8][C:4]=2[CH:3]=1)[CH2:17][C:11]1[CH:16]=[CH:15][CH:14]=[CH:13][CH:12]=1, predict the reactants needed to synthesize it. The reactants are: Br[C:2]1[CH:10]=[CH:9][C:5]2[N:6]=[CH:7][NH:8][C:4]=2[CH:3]=1.[C:11]1([CH2:17][CH2:18][NH2:19])[CH:16]=[CH:15][CH:14]=[CH:13][CH:12]=1.C1(P(C2CCCCC2)C2C=CC=CC=2C2C=CC=CC=2N(C)C)CCCCC1.C[Si]([N-][Si](C)(C)C)(C)C.[Li+].C1COCC1. (3) Given the product [OH:8][CH2:9][C:10]1[S:11][C:12]2[C:18]([C:19]3[CH:20]=[C:21]([CH:27]=[CH:28][CH:29]=3)[C:22]([OH:24])=[O:23])=[CH:17][CH:16]=[CH:15][C:13]=2[CH:14]=1, predict the reactants needed to synthesize it. The reactants are: [OH-].[Na+].C1COCC1.[OH:8][CH2:9][C:10]1[S:11][C:12]2[C:18]([C:19]3[CH:20]=[C:21]([CH:27]=[CH:28][CH:29]=3)[C:22]([O:24]CC)=[O:23])=[CH:17][CH:16]=[CH:15][C:13]=2[CH:14]=1.Cl. (4) Given the product [CH3:14][NH:13][C:11](=[O:12])[C:10]1[CH:15]=[CH:16][CH:17]=[CH:18][C:9]=1[NH:8][C:6]1[C:5]([CH3:19])=[CH:4][N:3]=[C:2]([NH:20][C:21]2[CH:22]=[C:23]3[C:27](=[CH:28][CH:29]=2)[NH:26][C:25](=[O:30])[CH2:24]3)[CH:7]=1, predict the reactants needed to synthesize it. The reactants are: F[C:2]1[CH:7]=[C:6]([NH:8][C:9]2[CH:18]=[CH:17][CH:16]=[CH:15][C:10]=2[C:11]([NH:13][CH3:14])=[O:12])[C:5]([CH3:19])=[CH:4][N:3]=1.[NH2:20][C:21]1[CH:22]=[C:23]2[C:27](=[CH:28][CH:29]=1)[NH:26][C:25](=[O:30])[CH2:24]2. (5) Given the product [F:35][C:2]([F:1])([F:34])[C:3]1[CH:4]=[C:5]([CH:27]=[C:28]([C:30]([F:33])([F:32])[F:31])[CH:29]=1)[C:6]([N:8]1[CH2:26][CH2:25][C:11]2([N:15]([C:16]3[CH:21]=[CH:20][CH:19]=[CH:18][C:17]=3[CH3:22])[C:14](=[O:23])[N:13]([CH2:37][CH2:38][N:39]3[CH2:43][CH2:42][CH2:41][CH2:40]3)[C:12]2=[O:24])[CH2:10][CH2:9]1)=[O:7], predict the reactants needed to synthesize it. The reactants are: [F:1][C:2]([F:35])([F:34])[C:3]1[CH:4]=[C:5]([CH:27]=[C:28]([C:30]([F:33])([F:32])[F:31])[CH:29]=1)[C:6]([N:8]1[CH2:26][CH2:25][C:11]2([N:15]([C:16]3[CH:21]=[CH:20][CH:19]=[CH:18][C:17]=3[CH3:22])[C:14](=[O:23])[NH:13][C:12]2=[O:24])[CH2:10][CH2:9]1)=[O:7].Cl[CH2:37][CH2:38][N:39]1[CH2:43][CH2:42][CH2:41][CH2:40]1. (6) Given the product [Cl:8][C:6]1[N:5]=[CH:4][N:3]=[C:2]([N:9]2[CH2:14][CH2:13][CH:12]([C:15]([NH2:17])=[O:16])[CH2:11][CH2:10]2)[N:7]=1, predict the reactants needed to synthesize it. The reactants are: Cl[C:2]1[N:7]=[C:6]([Cl:8])[N:5]=[CH:4][N:3]=1.[NH:9]1[CH2:14][CH2:13][CH:12]([C:15]([NH2:17])=[O:16])[CH2:11][CH2:10]1.CCN(C(C)C)C(C)C. (7) Given the product [NH2:21][C:19]1[S:20][C:5]2[C:6](=[O:8])[CH2:7][C:2]([CH3:10])([CH3:1])[CH2:3][C:4]=2[N:18]=1, predict the reactants needed to synthesize it. The reactants are: [CH3:1][C:2]1([CH3:10])[CH2:7][C:6](=[O:8])[CH2:5][C:4](=O)[CH2:3]1.CC([O-])=O.[Na+].BrBr.[NH2:18][C:19]([NH2:21])=[S:20]. (8) Given the product [OH:8][C:9]1[C:13]([OH:14])=[C:12]([C:22]([N:24]([CH3:25])[CH3:26])=[O:23])[N:11]([C:27]2[CH:32]=[CH:31][C:30]([O:33][CH3:34])=[CH:29][CH:28]=2)[C:10]=1[C:35]([N:37]([CH3:38])[CH3:39])=[O:36], predict the reactants needed to synthesize it. The reactants are: C([O:8][C:9]1[C:13]([O:14]CC2C=CC=CC=2)=[C:12]([C:22]([N:24]([CH3:26])[CH3:25])=[O:23])[N:11]([C:27]2[CH:32]=[CH:31][C:30]([O:33][CH3:34])=[CH:29][CH:28]=2)[C:10]=1[C:35]([N:37]([CH3:39])[CH3:38])=[O:36])C1C=CC=CC=1.[H][H].